This data is from Peptide-MHC class II binding affinity with 134,281 pairs from IEDB. The task is: Regression. Given a peptide amino acid sequence and an MHC pseudo amino acid sequence, predict their binding affinity value. This is MHC class II binding data. (1) The peptide sequence is ISFCNANPGLMKDVA. The binding affinity (normalized) is 0.385. The MHC is HLA-DPA10301-DPB10402 with pseudo-sequence HLA-DPA10301-DPB10402. (2) The peptide sequence is NKHNRLYMEARPLEE. The MHC is DRB1_1302 with pseudo-sequence DRB1_1302. The binding affinity (normalized) is 0.586. (3) The peptide sequence is AGKATTEEQKLIEKI. The MHC is DRB1_0401 with pseudo-sequence DRB1_0401. The binding affinity (normalized) is 0.232. (4) The peptide sequence is RGTHPFSRIRDGLQY. The MHC is DRB1_0901 with pseudo-sequence DRB1_0901. The binding affinity (normalized) is 0.438. (5) The peptide sequence is YTTEGGTKGEAKDVI. The MHC is HLA-DQA10104-DQB10503 with pseudo-sequence HLA-DQA10104-DQB10503. The binding affinity (normalized) is 0. (6) The peptide sequence is SGHAFGAMAKKGDEQ. The MHC is HLA-DPA10103-DPB10201 with pseudo-sequence HLA-DPA10103-DPB10201. The binding affinity (normalized) is 0.237. (7) The peptide sequence is TIIKALGALDSPREI. The MHC is DRB1_1501 with pseudo-sequence DRB1_1501. The binding affinity (normalized) is 0.397.